From a dataset of Forward reaction prediction with 1.9M reactions from USPTO patents (1976-2016). Predict the product of the given reaction. (1) Given the reactants Cl[C:2]([O:4][CH2:5][C:6]1[CH:11]=[CH:10][CH:9]=[CH:8][CH:7]=1)=[O:3].[CH3:12][O:13][CH2:14][CH:15]1[NH:22][CH2:21][CH:20]2[N:17]([CH2:18][CH2:19]2)[C:16]1=[O:23].C(N(CC)CC)C, predict the reaction product. The product is: [CH3:12][O:13][CH2:14][CH:15]1[N:22]([C:2]([O:4][CH2:5][C:6]2[CH:11]=[CH:10][CH:9]=[CH:8][CH:7]=2)=[O:3])[CH2:21][CH:20]2[N:17]([CH2:18][CH2:19]2)[C:16]1=[O:23]. (2) Given the reactants [Br:1][C:2]1[CH:3]=[C:4]2[C:10]([C:11]([NH2:13])=O)=[CH:9][NH:8][C:5]2=[N:6][CH:7]=1.C(N(CC)CC)C.FC(F)(F)C(OC(=O)C(F)(F)F)=O, predict the reaction product. The product is: [Br:1][C:2]1[CH:3]=[C:4]2[C:10]([C:11]#[N:13])=[CH:9][NH:8][C:5]2=[N:6][CH:7]=1. (3) Given the reactants Cl.[CH2:2]([O:9][C:10]1[CH:19]=[C:18]2[C:13]([C:14]3[N:22]4[CH2:23][CH2:24][CH2:25][N:26](C(OC(C)(C)C)=O)[CH2:27][C:21]4=[N:20][C:15]=3[CH:16]=[N:17]2)=[CH:12][CH:11]=1)[C:3]1[CH:8]=[CH:7][CH:6]=[CH:5][CH:4]=1.ClCCl.C(OCC)C, predict the reaction product. The product is: [CH2:2]([O:9][C:10]1[CH:19]=[C:18]2[C:13]([C:14]3[N:22]4[CH2:23][CH2:24][CH2:25][NH:26][CH2:27][C:21]4=[N:20][C:15]=3[CH:16]=[N:17]2)=[CH:12][CH:11]=1)[C:3]1[CH:4]=[CH:5][CH:6]=[CH:7][CH:8]=1. (4) Given the reactants [CH3:1][O:2][C:3]1[CH:8]=[CH:7][C:6]([S:9]([C:12]2[CH:20]=[CH:19][C:18]3[N:17]([CH3:21])[C:16]4[CH2:22][CH:23]5[NH:27][CH:26]([C:15]=4[C:14]=3[C:13]=2C(OC(C)(C)C)=O)[CH2:25][CH2:24]5)(=[O:11])=[O:10])=[CH:5][CH:4]=1.[ClH:35], predict the reaction product. The product is: [ClH:35].[CH3:1][O:2][C:3]1[CH:8]=[CH:7][C:6]([S:9]([C:12]2[CH:13]=[C:14]3[C:18](=[CH:19][CH:20]=2)[N:17]([CH3:21])[C:16]2[CH2:22][CH:23]4[NH:27][CH:26]([C:15]3=2)[CH2:25][CH2:24]4)(=[O:11])=[O:10])=[CH:5][CH:4]=1. (5) Given the reactants Cl[C:2]1[C:7]2[C:8](=[O:22])[N:9]([CH2:11][C:12]3[CH:17]=[CH:16][C:15]([O:18][CH3:19])=[CH:14][C:13]=3[O:20][CH3:21])[CH2:10][C:6]=2[C:5]([F:23])=[C:4]([NH:24][C@@H:25]2[CH2:30][CH2:29][CH2:28][CH2:27][C@@H:26]2[NH:31][C:32](=[O:38])[O:33][C:34]([CH3:37])([CH3:36])[CH3:35])[N:3]=1.C([Sn](CCCC)(CCCC)[C:44]1[S:48][C:47]([NH:49][C:50](=[O:56])[O:51][C:52]([CH3:55])([CH3:54])[CH3:53])=[N:46][CH:45]=1)CCC, predict the reaction product. The product is: [C:34]([O:33][C:32]([NH:31][C@H:26]1[CH2:27][CH2:28][CH2:29][CH2:30][C@H:25]1[NH:24][C:4]1[N:3]=[C:2]([C:44]2[S:48][C:47]([NH:49][C:50](=[O:56])[O:51][C:52]([CH3:54])([CH3:53])[CH3:55])=[N:46][CH:45]=2)[C:7]2[C:8](=[O:22])[N:9]([CH2:11][C:12]3[CH:17]=[CH:16][C:15]([O:18][CH3:19])=[CH:14][C:13]=3[O:20][CH3:21])[CH2:10][C:6]=2[C:5]=1[F:23])=[O:38])([CH3:35])([CH3:36])[CH3:37]. (6) Given the reactants C(=O)([O-])[O-].[K+].[K+].[OH:7][C:8]1[C:17]([OH:18])=[CH:16][C:15]2[C:10](=[CH:11][CH:12]=[CH:13][CH:14]=2)[CH:9]=1.Br[CH:20]([CH2:26]Br)[C:21]([O:23][CH2:24][CH3:25])=[O:22], predict the reaction product. The product is: [O:7]1[CH:20]([C:21]([O:23][CH2:24][CH3:25])=[O:22])[CH2:26][O:18][C:17]2[CH:16]=[C:15]3[C:10](=[CH:9][C:8]1=2)[CH:11]=[CH:12][CH:13]=[CH:14]3. (7) Given the reactants P(Cl)(Cl)(Cl)=O.[CH3:6][C:7]1[CH:15]=[CH:14][C:10]([C:11]([NH2:13])=O)=[CH:9][N:8]=1, predict the reaction product. The product is: [CH3:6][C:7]1[CH:15]=[CH:14][C:10]([C:11]#[N:13])=[CH:9][N:8]=1. (8) Given the reactants [Cl:1][C:2]1[N:7]=[CH:6][C:5]([S:8](Cl)(=[O:10])=[O:9])=[CH:4][CH:3]=1.[CH3:12][NH:13][CH3:14].CCN(CC)CC, predict the reaction product. The product is: [Cl:1][C:2]1[N:7]=[CH:6][C:5]([S:8]([N:13]([CH3:14])[CH3:12])(=[O:10])=[O:9])=[CH:4][CH:3]=1.